Predict the product of the given reaction. From a dataset of Forward reaction prediction with 1.9M reactions from USPTO patents (1976-2016). (1) Given the reactants Cl.[NH2:2][OH:3].[OH-].[K+].C[O:7][C:8]([CH:10]([NH:15][C:16](=[O:22])[O:17][C:18]([CH3:21])([CH3:20])[CH3:19])[CH2:11][CH2:12][CH2:13][CH3:14])=O.O, predict the reaction product. The product is: [OH:3][NH:2][C:8]([CH:10]([NH:15][C:16](=[O:22])[O:17][C:18]([CH3:21])([CH3:20])[CH3:19])[CH2:11][CH2:12][CH2:13][CH3:14])=[O:7]. (2) Given the reactants CN(C=O)C.[CH:6]1([NH:11][C:12]2[N:13]=[C:14]([NH:30][CH2:31][CH:32]3[CH2:37][CH2:36][O:35][CH2:34][CH2:33]3)[C:15]3[O:20][N:19]=[C:18]([C:21]4[CH:29]=[CH:28][C:24]([C:25]([OH:27])=O)=[CH:23][CH:22]=4)[C:16]=3[N:17]=2)[CH2:10][CH2:9][CH2:8][CH2:7]1.[CH:38]1([NH2:41])[CH2:40][CH2:39]1.CN(C(ON1N=NC2C=CC=NC1=2)=[N+](C)C)C.F[P-](F)(F)(F)(F)F, predict the reaction product. The product is: [CH:6]1([NH:11][C:12]2[N:13]=[C:14]([NH:30][CH2:31][CH:32]3[CH2:37][CH2:36][O:35][CH2:34][CH2:33]3)[C:15]3[O:20][N:19]=[C:18]([C:21]4[CH:29]=[CH:28][C:24]([C:25]([NH:41][CH:38]5[CH2:40][CH2:39]5)=[O:27])=[CH:23][CH:22]=4)[C:16]=3[N:17]=2)[CH2:7][CH2:8][CH2:9][CH2:10]1. (3) Given the reactants [Li]CCCC.[Cl:6][C:7]1[CH:12]=[C:11]([F:13])[CH:10]=[C:9]([F:14])[CH:8]=1.Cl[Si:16]([CH3:19])([CH3:18])[CH3:17], predict the reaction product. The product is: [Cl:6][C:7]1[CH:12]=[C:11]([F:13])[C:10]([Si:16]([CH3:19])([CH3:18])[CH3:17])=[C:9]([F:14])[CH:8]=1. (4) Given the reactants [CH3:1][C:2]1[CH:3]=[C:4]([CH2:8][CH2:9][NH:10][C:11](=O)[CH3:12])[S:5][C:6]=1[CH3:7].O=P12OP3(OP(OP(O3)(O1)=O)(=O)O2)=O, predict the reaction product. The product is: [CH3:7][C:6]1[S:5][C:4]2[CH2:8][CH2:9][N:10]=[C:11]([CH3:12])[C:3]=2[C:2]=1[CH3:1]. (5) Given the reactants [Cl:1][C:2]1[CH:10]=[C:9]2[C:5]([C:6]([C:11]([C:13]3[C:14](NC4CCCC4)=[N:15][CH:16]=[CH:17][CH:18]=3)=[O:12])=[CH:7][NH:8]2)=[CH:4][CH:3]=1.C1(N)CCCC1.[CH3:31][C:32]1[CH:39]=[CH:38][C:35]([CH2:36][NH2:37])=[CH:34][CH:33]=1, predict the reaction product. The product is: [Cl:1][C:2]1[CH:10]=[C:9]2[C:5]([C:6]([C:11]([C:13]3[C:14]([NH:37][CH2:36][C:35]4[CH:38]=[CH:39][C:32]([CH3:31])=[CH:33][CH:34]=4)=[N:15][CH:16]=[CH:17][CH:18]=3)=[O:12])=[CH:7][NH:8]2)=[CH:4][CH:3]=1. (6) Given the reactants C([O:5][C:6](=[O:37])[CH2:7][N:8]1[C:16]2[C:11](=[C:12]([CH3:36])[CH:13]=[C:14]([O:17][CH2:18][C:19]3[N:20]([CH3:35])[N:21]=[C:22]([C:24]4[CH:29]=[CH:28][C:27]([O:30][C:31]([F:34])([F:33])[F:32])=[CH:26][CH:25]=4)[CH:23]=3)[CH:15]=2)[CH:10]=[CH:9]1)(C)(C)C.[Li+].[OH-], predict the reaction product. The product is: [CH3:36][C:12]1[CH:13]=[C:14]([O:17][CH2:18][C:19]2[N:20]([CH3:35])[N:21]=[C:22]([C:24]3[CH:29]=[CH:28][C:27]([O:30][C:31]([F:33])([F:34])[F:32])=[CH:26][CH:25]=3)[CH:23]=2)[CH:15]=[C:16]2[C:11]=1[CH:10]=[CH:9][N:8]2[CH2:7][C:6]([OH:37])=[O:5]. (7) Given the reactants [CH3:1][N:2]1[C:7](=[O:8])[C:6]([NH:9][C:10]2[CH:15]=[CH:14][C:13]([N:16]3[CH2:21][CH2:20][N:19]([CH:22]4[CH2:25][O:24][CH2:23]4)[CH2:18][CH2:17]3)=[CH:12][N:11]=2)=[CH:5][C:4]([C:26]2[CH:27]=[N:28][CH:29]=[C:30]([N:34]3[C:46](=[O:47])[C:45]4[S:44][C:43]5[CH2:42][CH2:41][CH2:40][CH2:39][C:38]=5[C:37]=4[CH:36]=[N:35]3)[C:31]=2[CH:32]=[O:33])=[CH:3]1.[BH4-].[Na+], predict the reaction product. The product is: [OH:33][CH2:32][C:31]1[C:30]([N:34]2[C:46](=[O:47])[C:45]3[S:44][C:43]4[CH2:42][CH2:41][CH2:40][CH2:39][C:38]=4[C:37]=3[CH:36]=[N:35]2)=[CH:29][N:28]=[CH:27][C:26]=1[C:4]1[CH:5]=[C:6]([NH:9][C:10]2[CH:15]=[CH:14][C:13]([N:16]3[CH2:17][CH2:18][N:19]([CH:22]4[CH2:25][O:24][CH2:23]4)[CH2:20][CH2:21]3)=[CH:12][N:11]=2)[C:7](=[O:8])[N:2]([CH3:1])[CH:3]=1.